From a dataset of Catalyst prediction with 721,799 reactions and 888 catalyst types from USPTO. Predict which catalyst facilitates the given reaction. (1) Reactant: [N:1]1([CH2:6][C:7]([C:9]2[CH:10]=[C:11]([C:15]3[CH:19]=[C:18]([CH2:20][CH:21]([CH3:23])[CH3:22])[S:17][C:16]=3[S:24]([NH:27]C(C)(C)C)(=[O:26])=[O:25])[CH:12]=[CH:13][CH:14]=2)=[O:8])[CH:5]=[CH:4][N:3]=[CH:2]1.B(Cl)(Cl)Cl.C([O-])([O-])=O.[Na+].[Na+].Cl[C:43]([O:45][CH2:46][CH2:47][CH2:48][CH3:49])=[O:44]. Product: [CH2:46]([O:45][C:43]([NH:27][S:24]([C:16]1[S:17][C:18]([CH2:20][CH:21]([CH3:22])[CH3:23])=[CH:19][C:15]=1[C:11]1[CH:12]=[CH:13][CH:14]=[C:9]([C:7](=[O:8])[CH2:6][N:1]2[CH:5]=[CH:4][N:3]=[CH:2]2)[CH:10]=1)(=[O:26])=[O:25])=[O:44])[CH2:47][CH2:48][CH3:49]. The catalyst class is: 34. (2) Reactant: O[Li].O.OO.[Cl:6][C:7]1[CH:12]=[CH:11][C:10]([CH:13]([CH:22]=[O:23])[CH2:14]N(C(C)C)C(=O)[O-])=[CH:9][CH:8]=1.[O-:24]S([O-])=O.[Na+].[Na+]. Product: [Cl:6][C:7]1[CH:8]=[CH:9][C:10]([CH:13]([CH3:14])[C:22]([OH:23])=[O:24])=[CH:11][CH:12]=1. The catalyst class is: 90. (3) Reactant: [CH2:1]([N:8]1[C:12]2[CH:13]=[C:14]3[C:18](=[CH:19][C:11]=2[NH:10][C:9]1=[O:20])[NH:17][N:16]=[CH:15]3)[C:2]1[CH:7]=[CH:6][CH:5]=[CH:4][CH:3]=1.[OH-].[K+].C1C(=O)N([I:30])C(=O)C1. Product: [CH2:1]([N:8]1[C:12]2[CH:13]=[C:14]3[C:18](=[CH:19][C:11]=2[NH:10][C:9]1=[O:20])[NH:17][N:16]=[C:15]3[I:30])[C:2]1[CH:3]=[CH:4][CH:5]=[CH:6][CH:7]=1. The catalyst class is: 3. (4) Reactant: [C:1]1([OH:7])[CH:6]=[CH:5][CH:4]=[CH:3][CH:2]=1.[H-].[Na+].[Br:10][C:11]1[CH:12]=[CH:13][CH:14]=[C:15]2[C:20]=1[N:19]=[C:18](Cl)[C:17]([CH3:22])=[CH:16]2. Product: [Br:10][C:11]1[CH:12]=[CH:13][CH:14]=[C:15]2[C:20]=1[N:19]=[C:18]([O:7][C:1]1[CH:6]=[CH:5][CH:4]=[CH:3][CH:2]=1)[C:17]([CH3:22])=[CH:16]2. The catalyst class is: 3.